From a dataset of Full USPTO retrosynthesis dataset with 1.9M reactions from patents (1976-2016). Predict the reactants needed to synthesize the given product. (1) Given the product [Cl:22][C:16]1[CH:17]=[C:18]([Cl:21])[CH:19]=[CH:20][C:15]=1[C:13]1[N:14]=[C:10](/[CH:9]=[CH:8]/[C:6]2[CH:7]=[C:2]([C:30]3[CH:31]=[CH:32][C:27]([OH:26])=[CH:28][CH:29]=3)[CH:3]=[CH:4][C:5]=2[F:25])[N:11]([CH2:23][CH3:24])[CH:12]=1, predict the reactants needed to synthesize it. The reactants are: Br[C:2]1[CH:3]=[CH:4][C:5]([F:25])=[C:6](/[CH:8]=[CH:9]/[C:10]2[N:11]([CH2:23][CH3:24])[CH:12]=[C:13]([C:15]3[CH:20]=[CH:19][C:18]([Cl:21])=[CH:17][C:16]=3[Cl:22])[N:14]=2)[CH:7]=1.[OH:26][C:27]1[CH:32]=[CH:31][C:30](B(O)O)=[CH:29][CH:28]=1. (2) Given the product [N+:1]([C:4]1[CH:13]=[C:12]2[C:7]([CH2:8][CH2:9][CH:10]([NH2:21])[CH2:11]2)=[CH:6][CH:5]=1)([O-:3])=[O:2], predict the reactants needed to synthesize it. The reactants are: [N+:1]([C:4]1[CH:13]=[C:12]2[C:7]([CH2:8][CH2:9][C:10](=O)[CH2:11]2)=[CH:6][CH:5]=1)([O-:3])=[O:2].C([O-])(=O)C.[NH4+].C([BH3-])#[N:21].[Na+]. (3) The reactants are: O/[CH:2]=[C:3]1\[C:4](=[O:13])[NH:5][C:6]2[C:11]\1=[C:10]([CH3:12])[CH:9]=[CH:8][CH:7]=2.O/C=C1\C(=O)NC2C\1=CC=CC=2.[NH2:26][C:27]1[CH:31]=[CH:30][NH:29][N:28]=1. Given the product [CH3:12][C:10]1[CH:9]=[CH:8][CH:7]=[C:6]2[C:11]=1[C:3](=[CH:2][NH:26][C:27]1[CH:31]=[CH:30][NH:29][N:28]=1)[C:4](=[O:13])[NH:5]2, predict the reactants needed to synthesize it. (4) Given the product [Br:1][C:2]1[CH:3]=[N:4][C:5]2[N:6]([N:8]=[C:9]([C:11]([N:16]3[CH2:17][CH2:18][C:19]4[CH:24]=[N:23][CH:22]=[N:21][C:20]=4[CH:15]3[CH3:14])=[O:13])[CH:10]=2)[CH:7]=1, predict the reactants needed to synthesize it. The reactants are: [Br:1][C:2]1[CH:3]=[N:4][C:5]2[N:6]([N:8]=[C:9]([C:11]([OH:13])=O)[CH:10]=2)[CH:7]=1.[CH3:14][CH:15]1[C:20]2[N:21]=[CH:22][N:23]=[CH:24][C:19]=2[CH2:18][CH2:17][NH:16]1. (5) Given the product [CH3:1][O:2][C:3](=[O:45])[NH:4][C@H:5]([C:10]([NH:12][N:13]([CH2:14][C@:15]([OH:36])([C:23](=[O:35])[NH:24][C@H:25]1[C:33]2[C:28](=[CH:29][CH:30]=[CH:31][CH:32]=2)[CH2:27][C@H:26]1[OH:34])[CH2:16][C:17]1[CH:22]=[CH:21][CH:20]=[CH:19][CH:18]=1)[CH2:37][C:38]1[CH:43]=[CH:42][C:41]([C:49]2[CH:50]=[CH:51][N:46]=[CH:47][CH:48]=2)=[CH:40][CH:39]=1)=[O:11])[C:6]([CH3:9])([CH3:8])[CH3:7], predict the reactants needed to synthesize it. The reactants are: [CH3:1][O:2][C:3](=[O:45])[NH:4][C@H:5]([C:10]([NH:12][N:13]([CH2:37][C:38]1[CH:43]=[CH:42][C:41](Br)=[CH:40][CH:39]=1)[CH2:14][C@:15]([OH:36])([C:23](=[O:35])[NH:24][C@H:25]1[C:33]2[C:28](=[CH:29][CH:30]=[CH:31][CH:32]=2)[CH2:27][C@H:26]1[OH:34])[CH2:16][C:17]1[CH:22]=[CH:21][CH:20]=[CH:19][CH:18]=1)=[O:11])[C:6]([CH3:9])([CH3:8])[CH3:7].[N:46]1[CH:51]=[CH:50][C:49](B(O)O)=[CH:48][CH:47]=1.C([O-])([O-])=O.[Na+].[Na+].CCO. (6) Given the product [CH3:11][O:12][C:13]([C:15]1([CH2:30][CH3:31])[CH2:19][C:18](=[O:20])[N:17]([C:21]2[C:26]([CH3:27])=[CH:25][CH:24]=[CH:23][C:22]=2[CH3:28])[CH2:16]1)=[O:14], predict the reactants needed to synthesize it. The reactants are: [Li+].C[Si]([N-][Si](C)(C)C)(C)C.[CH3:11][O:12][C:13]([CH:15]1[CH2:19][C:18](=[O:20])[N:17]([C:21]2[C:26]([CH3:27])=[CH:25][CH:24]=[CH:23][C:22]=2[CH3:28])[CH2:16]1)=[O:14].I[CH2:30][CH3:31].[NH4+].[Cl-].